From a dataset of Catalyst prediction with 721,799 reactions and 888 catalyst types from USPTO. Predict which catalyst facilitates the given reaction. (1) Reactant: O[C:2]1[CH:7]=[CH:6][CH:5]=[CH:4][C:3]=1[C:8](=[O:10])[CH3:9].[Br:11][CH2:12][CH2:13]Br.C(=O)([O-])[O-:16].[K+].[K+]. Product: [Br:11][CH2:12][CH2:13][O:16][C:6]1[CH:5]=[CH:4][C:3]([C:8](=[O:10])[CH3:9])=[CH:2][CH:7]=1. The catalyst class is: 9. (2) Reactant: F[B-](F)(F)F.N1(OC(N(C)C)=[N+](C)C)C2C=CC=CC=2N=N1.[OH:23][C:24]([CH3:29])([CH3:28])[C:25](O)=[O:26].C(N(CC)C(C)C)(C)C.[Br:39][C:40]1[C:49]([CH3:50])=[CH:48][C:43]([C:44]([NH:46]O)=[NH:45])=[CH:42][C:41]=1[CH3:51]. Product: [Br:39][C:40]1[C:49]([CH3:50])=[CH:48][C:43]([C:44]2[N:45]=[C:25]([C:24]([OH:23])([CH3:29])[CH3:28])[O:26][N:46]=2)=[CH:42][C:41]=1[CH3:51]. The catalyst class is: 35. (3) Reactant: [OH:1][CH:2]1[C:14]2[CH:13]=[CH:12][CH:11]=[CH:10][C:9]=2[C:8]2[C:3]1=[CH:4][CH:5]=[CH:6][CH:7]=2.C(N(CC)CC)C.[C:22](Cl)(=[O:25])[CH:23]=[CH2:24]. Product: [CH:13]1[C:14]2[CH:2]([O:1][C:22](=[O:25])[CH:23]=[CH2:24])[C:3]3[C:8](=[CH:7][CH:6]=[CH:5][CH:4]=3)[C:9]=2[CH:10]=[CH:11][CH:12]=1. The catalyst class is: 48. (4) Reactant: [CH3:1][O:2][C:3](=[O:51])[C@@H:4]([NH:26][C:27](=O)[CH:28]([NH:31][C:32]([C:34]1[C:35]2[CH:42]=[N:41][N:40]([C:43]3[CH:48]=[CH:47][C:46]([F:49])=[CH:45][CH:44]=3)[C:36]=2[CH:37]=[N:38][CH:39]=1)=[O:33])[CH2:29][CH3:30])[CH2:5][S:6]C(C1C=CC=CC=1)(C1C=CC=CC=1)C1C=CC=CC=1. Product: [CH3:1][O:2][C:3]([C@@H:4]1[CH2:5][S:6][C:27]([CH:28]([NH:31][C:32]([C:34]2[C:35]3[CH:42]=[N:41][N:40]([C:43]4[CH:44]=[CH:45][C:46]([F:49])=[CH:47][CH:48]=4)[C:36]=3[CH:37]=[N:38][CH:39]=2)=[O:33])[CH2:29][CH3:30])=[N:26]1)=[O:51]. The catalyst class is: 388. (5) Reactant: [Cl:1][C:2]1[CH:3]=[C:4]([C:8]([C@@H:16]2[CH2:21][CH2:20][CH2:19][N:18]([C:22](=[O:42])[CH2:23][C@@H:24]([CH2:35][CH:36]3[CH2:41][CH2:40][CH2:39][CH2:38][CH2:37]3)[CH2:25][N:26](C)[C:27](=O)OC(C)(C)C)[CH2:17]2)([OH:15])[CH2:9][CH2:10][CH2:11][CH2:12][O:13][CH3:14])[CH:5]=[CH:6][CH:7]=1.C(O)(C(F)(F)F)=O. Product: [Cl:1][C:2]1[CH:3]=[C:4]([C:8]([C@@H:16]2[CH2:21][CH2:20][CH2:19][N:18]([C:22](=[O:42])[CH2:23][C@H:24]([CH2:25][NH:26][CH3:27])[CH2:35][CH:36]3[CH2:41][CH2:40][CH2:39][CH2:38][CH2:37]3)[CH2:17]2)([OH:15])[CH2:9][CH2:10][CH2:11][CH2:12][O:13][CH3:14])[CH:5]=[CH:6][CH:7]=1. The catalyst class is: 4. (6) The catalyst class is: 7. Reactant: C([SiH2][O:6][C:7](C1C=CC=CC=1)(C1C=CC=CC=1)[C:8]1[CH:9]=[C:10]([C:14]#[N:15])[O:11][C:12]=1[CH3:13])(C)(C)C.[F-].C([N+](CCCC)(CCCC)CCCC)CCC. Product: [OH:6][CH2:7][C:8]1[CH:9]=[C:10]([C:14]#[N:15])[O:11][C:12]=1[CH3:13].